Dataset: Reaction yield outcomes from USPTO patents with 853,638 reactions. Task: Predict the reaction yield, written as a fraction of the theoretical maximum amount of product (1.0 means a 100% yield; for example, 0.34 means a 34% yield). (1) The reactants are [Cl:1][C:2]1[CH:7]=[CH:6][N:5]=[C:4]2[CH:8]=[CH:9][S:10][C:3]=12.[Li][CH2:12]CCC.IC. No catalyst specified. The product is [Cl:1][C:2]1[CH:7]=[CH:6][N:5]=[C:4]2[CH:8]=[C:9]([CH3:12])[S:10][C:3]=12. The yield is 0.810. (2) The reactants are [F:1][C:2]1[CH:15]=[CH:14][C:5]([O:6][C:7]2[CH:12]=[CH:11][C:10](N)=[CH:9][CH:8]=2)=[CH:4][CH:3]=1.S(=O)(=O)(O)O.N([O-])=O.[Na+].[I-:25].[Na+]. The catalyst is COCCOC.O. The product is [F:1][C:2]1[CH:15]=[CH:14][C:5]([O:6][C:7]2[CH:12]=[CH:11][C:10]([I:25])=[CH:9][CH:8]=2)=[CH:4][CH:3]=1. The yield is 0.950. (3) The reactants are Cl[C:2]1[CH:12]=[C:11]([NH:13][CH:14]([CH3:16])[CH3:15])[C:5]([C:6]([O:8][CH2:9][CH3:10])=[O:7])=[CH:4][N:3]=1.Cl.[CH3:18][O:19][NH:20][CH3:21].C([O-])([O-])=O.[Na+].[Na+]. The catalyst is O1CCOCC1. The product is [CH:14]([NH:13][C:11]1[C:5]([C:6]([O:8][CH2:9][CH3:10])=[O:7])=[CH:4][N:3]=[C:2]([N:20]([O:19][CH3:18])[CH3:21])[CH:12]=1)([CH3:16])[CH3:15]. The yield is 0.970. (4) The reactants are [F:1][CH:2]([F:12])[CH:3]1[CH2:6][CH:5]([C:7]([O:9]CC)=[O:8])[CH2:4]1.[OH-].[Na+]. The catalyst is C1COCC1.O. The product is [F:1][CH:2]([F:12])[CH:3]1[CH2:6][CH:5]([C:7]([OH:9])=[O:8])[CH2:4]1. The yield is 0.710. (5) The reactants are [CH3:1][O:2][C:3](=[O:32])[C:4]1[CH:9]=[CH:8][C:7]([CH2:10][N:11]2[CH:15]=[C:14]([C:16]3[CH:21]=[CH:20][C:19]([Cl:22])=[CH:18][C:17]=3[Cl:23])[N:13]=[C:12]2[CH2:24][C:25]2[CH:30]=[CH:29][C:28](Br)=[CH:27][CH:26]=2)=[CH:6][CH:5]=1.[F:33][C:34]([F:46])([F:45])[O:35][C:36]1[CH:41]=[CH:40][C:39](B(O)O)=[CH:38][CH:37]=1. No catalyst specified. The product is [CH3:1][O:2][C:3](=[O:32])[C:4]1[CH:9]=[CH:8][C:7]([CH2:10][N:11]2[CH:15]=[C:14]([C:16]3[CH:21]=[CH:20][C:19]([Cl:22])=[CH:18][C:17]=3[Cl:23])[N:13]=[C:12]2[CH2:24][C:25]2[CH:30]=[CH:29][C:28]([C:39]3[CH:38]=[CH:37][C:36]([O:35][C:34]([F:33])([F:45])[F:46])=[CH:41][CH:40]=3)=[CH:27][CH:26]=2)=[CH:6][CH:5]=1. The yield is 0.780. (6) The reactants are [CH:1](=[O:8])[C:2]1[CH:7]=[CH:6][CH:5]=[CH:4][CH:3]=1.[C-]#N.[Na+].[C:12]1(/[CH:18]=[CH:19]/[C:20](=[O:22])[CH3:21])[CH:17]=[CH:16][CH:15]=[CH:14][CH:13]=1. The catalyst is CN(C=O)C. The product is [C:2]1([C:1](=[O:8])[CH:18]([C:12]2[CH:17]=[CH:16][CH:15]=[CH:14][CH:13]=2)[CH2:19][C:20](=[O:22])[CH3:21])[CH:7]=[CH:6][CH:5]=[CH:4][CH:3]=1. The yield is 0.388. (7) The reactants are [C:1]([O:5][C:6]([NH:8][C@@H:9]([CH2:15][CH2:16][C:17](=[O:21])[CH:18]=[N+]=[N-])[C:10]([O:12][CH2:13][CH3:14])=[O:11])=[O:7])([CH3:4])([CH3:3])[CH3:2]. The catalyst is C(Cl)Cl. The product is [O:21]=[C:17]1[CH2:18][N:8]([C:6]([O:5][C:1]([CH3:4])([CH3:3])[CH3:2])=[O:7])[C@H:9]([C:10]([O:12][CH2:13][CH3:14])=[O:11])[CH2:15][CH2:16]1. The yield is 0.550. (8) The reactants are Br[C:2]1[CH:11]=[C:10]2[C:5]([C:6](=[O:12])[CH2:7][CH2:8][O:9]2)=[CH:4][CH:3]=1.[F:13][C:14]([F:25])([F:24])[C:15]1[CH:20]=[CH:19][C:18](B(O)O)=[CH:17][CH:16]=1.C([O-])([O-])=O.[K+].[K+]. The catalyst is CN(C=O)C.C1C=CC([P]([Pd]([P](C2C=CC=CC=2)(C2C=CC=CC=2)C2C=CC=CC=2)([P](C2C=CC=CC=2)(C2C=CC=CC=2)C2C=CC=CC=2)[P](C2C=CC=CC=2)(C2C=CC=CC=2)C2C=CC=CC=2)(C2C=CC=CC=2)C2C=CC=CC=2)=CC=1. The product is [F:13][C:14]([F:25])([F:24])[C:15]1[CH:20]=[CH:19][C:18]([C:2]2[CH:3]=[CH:4][C:5]3[C:6](=[O:12])[CH2:7][CH2:8][O:9][C:10]=3[CH:11]=2)=[CH:17][CH:16]=1. The yield is 0.610. (9) The reactants are C[O:2][CH:3](OC)[C:4]1[CH:9]=[CH:8][C:7]([CH:10]2[NH:22][C:20]3[C:21]4[C:12](=[N:13][NH:14][C:15](=[O:23])[C:16]=4[CH:17]=[CH:18][CH:19]=3)[CH:11]2[C:24]2[CH:29]=[CH:28][CH:27]=[CH:26][CH:25]=2)=[CH:6][CH:5]=1. The catalyst is Cl. The product is [O:23]=[C:15]1[C:16]2[CH:17]=[CH:18][CH:19]=[C:20]3[NH:22][CH:10]([C:7]4[CH:6]=[CH:5][C:4]([CH:3]=[O:2])=[CH:9][CH:8]=4)[CH:11]([C:24]4[CH:29]=[CH:28][CH:27]=[CH:26][CH:25]=4)[C:12]([C:21]=23)=[N:13][NH:14]1. The yield is 0.730.